Dataset: Reaction yield outcomes from USPTO patents with 853,638 reactions. Task: Predict the reaction yield, written as a fraction of the theoretical maximum amount of product (1.0 means a 100% yield; for example, 0.34 means a 34% yield). The reactants are [CH:1]([O:4][C:5]1[C:6](=[O:23])[C:7](=[O:22])[C:8]=1[Sn](CCCC)(CCCC)CCCC)([CH3:3])[CH3:2].[F:24][C:25]([F:34])([F:33])[C:26]1[CH:31]=[CH:30][C:29](I)=[CH:28][CH:27]=1. No catalyst specified. The product is [CH:1]([O:4][C:5]1[C:6](=[O:23])[C:7](=[O:22])[C:8]=1[C:29]1[CH:30]=[CH:31][C:26]([C:25]([F:34])([F:33])[F:24])=[CH:27][CH:28]=1)([CH3:2])[CH3:3]. The yield is 0.450.